Dataset: Full USPTO retrosynthesis dataset with 1.9M reactions from patents (1976-2016). Task: Predict the reactants needed to synthesize the given product. (1) Given the product [C:45]([C:39](=[CH:10][CH:11]([CH3:16])[CH3:12])[C:37]([OH:43])=[O:38])#[N:44], predict the reactants needed to synthesize it. The reactants are: NC1N=CN=C2N(CC3CN(C(OC(C)(C)C)=O)C3)N=[C:10]([C:11]3[CH:16]=CC(OC4C=CC=CC=4)=C[C:12]=3F)C=12.[C:37]([OH:43])([C:39](F)(F)F)=[O:38].[NH:44]1CC(CN2C3=NC=NC(N)=C3C(C3C=CC(OC4C=CC=CC=4)=CC=3F)=N2)[CH2:45]1. (2) Given the product [NH2:30][CH:9]1[CH:8]([CH2:1][C:2]2[CH:3]=[CH:4][CH:5]=[CH:6][CH:7]=2)[C:16]2[C:11](=[CH:12][CH:13]=[C:14]([O:17][CH2:18][CH2:19][NH:20][S:21]([C:24]3[N:25]=[CH:26][N:27]([CH3:29])[CH:28]=3)(=[O:23])=[O:22])[CH:15]=2)[CH2:10]1, predict the reactants needed to synthesize it. The reactants are: [CH2:1]([CH:8]1[C:16]2[C:11](=[CH:12][CH:13]=[C:14]([O:17][CH2:18][CH2:19][NH:20][S:21]([C:24]3[N:25]=[CH:26][N:27]([CH3:29])[CH:28]=3)(=[O:23])=[O:22])[CH:15]=2)[CH2:10][CH:9]1[NH:30]C(=O)OCC)[C:2]1[CH:7]=[CH:6][CH:5]=[CH:4][CH:3]=1.[OH-].[K+].C(O)C.